Dataset: Reaction yield outcomes from USPTO patents with 853,638 reactions. Task: Predict the reaction yield, written as a fraction of the theoretical maximum amount of product (1.0 means a 100% yield; for example, 0.34 means a 34% yield). The reactants are C(OC1N=CC([NH:15][C:16]2[CH:21]=[C:20]([C:22]3[CH:30]=[CH:29][CH:28]=[C:27]4[C:23]=3[CH:24]=[CH:25][N:26]4[Si](C(C)C)(C(C)C)C(C)C)C=C(OCC3C=CC(OC)=CC=3)[CH:17]=2)=CC=1)C1C=CC=CC=1.C([O:58][C:59]1[N:64]=[CH:63][C:62](NC2C=C(OCC3C=CC(OC)=CC=3)C=C(Br)C=2)=[CH:61][CH:60]=1)C1C=CC=CC=1.[CH3:83][C:84]1(C)C(C)(C)OB(C2C=CC=C3C=2C=CN3[Si](C(C)C)(C(C)C)C(C)C)[O:85]1.[O-]P([O-])([O-])=O.[K+].[K+].[K+]. The catalyst is O1CCOCC1.Cl[Pd-](P(C1CC2CC1CC2)C1CC2CC1CC2)C1C=CC=CC=1C1C=CC=CC=1N(C)C. The product is [OH:85][C:84]1[CH:17]=[C:16]([NH:15][C:60]2[C:59]([OH:58])=[N:64][CH:63]=[CH:62][CH:61]=2)[CH:21]=[C:20]([C:22]2[CH:30]=[CH:29][CH:28]=[C:27]3[C:23]=2[CH:24]=[CH:25][NH:26]3)[CH:83]=1. The yield is 0.571.